This data is from CYP2D6 inhibition data for predicting drug metabolism from PubChem BioAssay. The task is: Regression/Classification. Given a drug SMILES string, predict its absorption, distribution, metabolism, or excretion properties. Task type varies by dataset: regression for continuous measurements (e.g., permeability, clearance, half-life) or binary classification for categorical outcomes (e.g., BBB penetration, CYP inhibition). Dataset: cyp2d6_veith. (1) The molecule is c1ccc(CSc2nnc3c4ccccc4c4ccccc4c3n2)cc1. The result is 0 (non-inhibitor). (2) The molecule is O=C(Nc1ccc(Cl)cc1C(=O)c1ccccc1)c1ccco1. The result is 0 (non-inhibitor).